From a dataset of Reaction yield outcomes from USPTO patents with 853,638 reactions. Predict the reaction yield, written as a fraction of the theoretical maximum amount of product (1.0 means a 100% yield; for example, 0.34 means a 34% yield). (1) The reactants are [NH2:1][C:2]1[CH:15]=[CH:14][C:13]2[C:12]3[C:7](=[CH:8][CH:9]=[CH:10][CH:11]=3)[CH:6]=[CH:5][C:4]=2[CH:3]=1.[BrH:16].O.N. The catalyst is O. The product is [NH2:1][C:2]1[CH:15]=[CH:14][C:13]2[C:12]3[C:7](=[CH:8][CH:9]=[CH:10][CH:11]=3)[CH:6]=[CH:5][C:4]=2[C:3]=1[Br:16]. The yield is 0.900. (2) The reactants are [C:1]([C:4]1[C:12]2[C:7](=[CH:8][CH:9]=[C:10]([Cl:13])[CH:11]=2)[N:6]([S:14]([C:17]2[CH:22]=[CH:21][CH:20]=[CH:19][CH:18]=2)(=[O:16])=[O:15])[CH:5]=1)(=[O:3])[CH3:2].[Li+].C[Si]([N-][Si](C)(C)C)(C)C.[CH3:33][O:34][C:35]1[CH:43]=[CH:42][CH:41]=[CH:40][C:36]=1[C:37](Cl)=[O:38].Cl. The catalyst is C1COCC1.O. The product is [C:17]1([S:14]([N:6]2[C:7]3[C:12](=[CH:11][C:10]([Cl:13])=[CH:9][CH:8]=3)[C:4]([C:1](=[O:3])[CH2:2][C:37]([C:36]3[CH:40]=[CH:41][CH:42]=[CH:43][C:35]=3[O:34][CH3:33])=[O:38])=[CH:5]2)(=[O:16])=[O:15])[CH:22]=[CH:21][CH:20]=[CH:19][CH:18]=1. The yield is 0.230. (3) The yield is 0.800. The catalyst is CO. The product is [CH3:1][O:2][C:3]1[CH:4]=[C:5]2[C:10](=[CH:11][CH:12]=1)[CH:9]([CH2:13][C:14]1[CH:19]=[CH:18][C:17]([O:20][CH2:21][C:22]3[CH:27]=[CH:26][CH:25]=[CH:24][CH:23]=3)=[CH:16][CH:15]=1)[N:8]([CH:29]([CH3:31])[CH3:28])[CH2:7][CH2:6]2. The reactants are [CH3:1][O:2][C:3]1[CH:4]=[C:5]2[C:10](=[CH:11][CH:12]=1)[CH:9]([CH2:13][C:14]1[CH:19]=[CH:18][C:17]([O:20][CH2:21][C:22]3[CH:27]=[CH:26][CH:25]=[CH:24][CH:23]=3)=[CH:16][CH:15]=1)[NH:8][CH2:7][CH2:6]2.[CH3:28][C:29]([CH3:31])=O.P([O-])(O)(O)=O.[Na+].C([BH3-])#N.[Na+]. (4) The reactants are [F:1][C:2]1[CH:3]=[C:4]([CH:19]=[CH:20][CH:21]=1)[CH2:5][CH:6]1[CH2:11][CH:10]([C:12]([OH:14])=O)[CH2:9][CH2:8][N:7]1[C:15]([O:17][CH3:18])=[O:16].N1(C(N2C=CN=C2)=O)C=CN=C1.[CH2:34]([O:36][C:37](=[O:42])[CH2:38][C:39]([O-:41])=O)[CH3:35].[K+].[Cl-].[Mg+2].[Cl-].Cl. The catalyst is CN1C2C(N=C(N)NC=2NCC1CNC1C=CC(C(NC(C(O)=O)CCC(O)=O)=O)=CC=1)=O.CC(OC)(C)C. The product is [CH2:34]([O:36][C:37](=[O:42])[CH2:38][C:12]([C@@H:10]1[CH2:9][CH2:8][N:7]([C:15]([O:17][CH3:18])=[O:16])[C@@H:6]([CH2:5][C:4]2[CH:19]=[CH:20][CH:21]=[C:2]([F:1])[CH:3]=2)[CH2:11]1)=[O:14])[CH3:35].[CH2:34]([O:36][C:37](=[O:42])[CH2:38][C:39]([C@H:10]1[CH2:9][CH2:8][N:7]([C:15]([O:17][CH3:18])=[O:16])[C@@H:6]([CH2:5][C:4]2[CH:19]=[CH:20][CH:21]=[C:2]([F:1])[CH:3]=2)[CH2:11]1)=[O:41])[CH3:35]. The yield is 0.180. (5) The reactants are [Br:1][C:2]1[CH:3]=[C:4]([N+:12]([O-:14])=[O:13])[C:5]([CH3:11])=[C:6]([CH:10]=1)[C:7]([OH:9])=[O:8].IC.[C:17](=O)([O-])[O-].[Na+].[Na+]. The catalyst is CN(C=O)C. The product is [Br:1][C:2]1[CH:3]=[C:4]([N+:12]([O-:14])=[O:13])[C:5]([CH3:11])=[C:6]([CH:10]=1)[C:7]([O:9][CH3:17])=[O:8]. The yield is 0.945. (6) The reactants are Br[C:2]1[C:11]2[O:10][CH2:9][CH2:8][O:7][C:6]=2[C:5]([O:12][CH3:13])=[CH:4][CH:3]=1.C([Li])CCC.[CH2:19]([O:21][C:22]([CH:24]1[CH2:29][CH2:28][C:27](=O)[CH2:26][CH2:25]1)=[O:23])[CH3:20].Cl. The catalyst is C1COCC1.CCCCCC.CC(C)[O-].CC(C)[O-].CC(C)[O-].Cl[Ti+3]. The product is [CH2:19]([O:21][C:22]([CH:24]1[CH2:29][CH2:28][C:27]([C:2]2[C:11]3[O:10][CH2:9][CH2:8][O:7][C:6]=3[C:5]([O:12][CH3:13])=[CH:4][CH:3]=2)=[CH:26][CH2:25]1)=[O:23])[CH3:20]. The yield is 0.723. (7) The reactants are [O:1]1[C:3]2([CH2:6][N:5]([C:7]([O:9][CH2:10][C:11]3[CH:16]=[CH:15][CH:14]=[CH:13][CH:12]=3)=[O:8])[CH2:4]2)[CH2:2]1.[NH3:17].[C:18]([O:22][C:23]([O:25]C(OC(C)(C)C)=O)=O)([CH3:21])([CH3:20])[CH3:19]. The catalyst is C1COCC1. The product is [CH3:19][C:18]([O:22][C:23]([NH:17][CH2:2][C:3]1([OH:1])[CH2:6][N:5]([C:7]([O:9][CH2:10][C:11]2[CH:16]=[CH:15][CH:14]=[CH:13][CH:12]=2)=[O:8])[CH2:4]1)=[O:25])([CH3:21])[CH3:20]. The yield is 0.0700. (8) The reactants are [CH:1]1([C:4]2[NH:8][N:7]=[C:6]([NH:9][C:10]3[C:15]([N+:16]([O-:18])=[O:17])=[CH:14][CH:13]=[C:12](F)[C:11]=3[F:20])[CH:5]=2)[CH2:3][CH2:2]1.[F:21][C:22]1[CH:27]=[CH:26][C:25]([C@@H:28]([NH2:30])[CH3:29])=[CH:24][CH:23]=1.CCN(C(C)C)C(C)C. The catalyst is CCCCO. The product is [CH:1]1([C:4]2[NH:8][N:7]=[C:6]([NH:9][C:10]3[C:11]([F:20])=[C:12]([NH:30][C@H:28]([C:25]4[CH:26]=[CH:27][C:22]([F:21])=[CH:23][CH:24]=4)[CH3:29])[CH:13]=[CH:14][C:15]=3[N+:16]([O-:18])=[O:17])[CH:5]=2)[CH2:3][CH2:2]1. The yield is 0.700. (9) The reactants are [CH2:1]([O:3][CH2:4][CH2:5][OH:6])[CH3:2].[C:7](#[N:10])[CH:8]=[CH2:9].Cl. The catalyst is CO. The product is [CH2:1]([O:3][CH2:4][CH2:5][O:6][CH2:9][CH2:8][C:7]#[N:10])[CH3:2]. The yield is 0.755. (10) The reactants are CS[C:3](SC)=[C:4]1[C:13](=[O:14])[C:12]([CH3:18])([CH2:15][CH2:16][CH3:17])[C:11]2[C:6](=[CH:7][CH:8]=[CH:9][CH:10]=2)[C:5]1=[O:19].[NH2:22][C:23]1[CH:28]=[CH:27][CH:26]=[CH:25][C:24]=1[S:29]([NH2:32])(=[O:31])=[O:30]. The catalyst is C1(C)C=CC=CC=1. The product is [O:31]=[S:29]1(=[O:30])[C:24]2[CH:25]=[CH:26][CH:27]=[CH:28][C:23]=2[NH:22][C:3]([C:4]2[C:13](=[O:14])[C:12]([CH3:18])([CH2:15][CH2:16][CH3:17])[C:11]3[C:6]([C:5]=2[OH:19])=[CH:7][CH:8]=[CH:9][CH:10]=3)=[N:32]1. The yield is 0.990.